This data is from Forward reaction prediction with 1.9M reactions from USPTO patents (1976-2016). The task is: Predict the product of the given reaction. (1) Given the reactants C(N(C(CO)(CO)CO)CCO)CO.C1N(CCS(O)(=O)=O)CCOC1.[CH3:27][CH2:28][CH2:29][CH2:30][CH2:31][CH2:32][CH2:33][CH2:34][CH2:35][CH2:36][CH2:37][CH2:38][O:39][S:40]([O-:43])(=[O:42])=[O:41].[Na+:44], predict the reaction product. The product is: [CH3:27][CH2:28][CH2:29][CH2:30][CH2:31][CH2:32][CH2:33][CH2:34][CH2:35][CH2:36][CH2:37][CH2:38][O:39][S:40]([O-:43])(=[O:42])=[O:41].[Na+:44]. (2) Given the reactants [C:1]1([C:7]2([CH2:12][CH2:13][CH2:14][C:15]([OH:17])=O)[O:11][CH2:10][CH2:9][O:8]2)[CH:6]=[CH:5][CH:4]=[CH:3][CH:2]=1.C(Cl)(=O)C([Cl:21])=O, predict the reaction product. The product is: [C:1]1([C:7]2([CH2:12][CH2:13][CH2:14][C:15]([Cl:21])=[O:17])[O:11][CH2:10][CH2:9][O:8]2)[CH:6]=[CH:5][CH:4]=[CH:3][CH:2]=1. (3) Given the reactants [F:1][C:2]1[CH:7]=[CH:6][C:5]([CH:8]([OH:13])[CH2:9][CH2:10][CH:11]=[CH2:12])=[CH:4][CH:3]=1.[Cr](Cl)([O-])(=O)=O, predict the reaction product. The product is: [F:1][C:2]1[CH:3]=[CH:4][C:5]([C:8](=[O:13])[CH2:9][CH2:10][CH:11]=[CH2:12])=[CH:6][CH:7]=1. (4) Given the reactants [CH3:1][C:2]1[C:7]([CH3:8])=[C:6]([OH:9])[C:5]([CH3:10])=[CH:4][C:3]=1[OH:11].[CH3:12][C:13]([CH3:18])=[CH:14][C:15](Cl)=[O:16], predict the reaction product. The product is: [CH3:12][C:13]([CH3:18])=[CH:14][C:15]([O:11][C:3]1[CH:4]=[C:5]([CH3:10])[C:6]([O:9][C:6](=[O:9])[CH:7]=[C:2]([CH3:3])[CH3:1])=[C:7]([CH3:8])[C:2]=1[CH3:1])=[O:16]. (5) The product is: [CH2:1]([O:8][C:9]1[CH:10]=[CH:11][C:12]([NH:68][C:65]2[CH:66]=[CH:67][N:63]([CH2:62][CH3:16])[N:64]=2)=[N:13][CH:14]=1)[C:2]1[CH:7]=[CH:6][CH:5]=[CH:4][CH:3]=1. Given the reactants [CH2:1]([O:8][C:9]1[CH:10]=[CH:11][C:12](Br)=[N:13][CH:14]=1)[C:2]1[CH:7]=[CH:6][CH:5]=[CH:4][CH:3]=1.[CH:16]1C=CC(P(C2C(C3C(P(C4C=CC=CC=4)C4C=CC=CC=4)=CC=C4C=3C=CC=C4)=C3C(C=CC=C3)=CC=2)C2C=CC=CC=2)=CC=1.[CH3:62][N:63]1[CH:67]=[CH:66][C:65]([NH2:68])=[N:64]1.C1(C)C=CC=CC=1, predict the reaction product. (6) Given the reactants [Br:1][C:2]1[CH:11]=[CH:10][C:9]2[C:4](=[CH:5][CH:6]=[C:7]([O:12][C@H:13]3[CH2:18][CH2:17][C@@H:16]([CH3:19])[CH2:15][CH2:14]3)[CH:8]=2)[CH:3]=1.Cl[CH:21](Cl)[O:22]C.Cl, predict the reaction product. The product is: [Br:1][C:2]1[CH:3]=[C:4]2[C:9](=[CH:10][CH:11]=1)[C:8]([CH:21]=[O:22])=[C:7]([O:12][C@H:13]1[CH2:18][CH2:17][C@@H:16]([CH3:19])[CH2:15][CH2:14]1)[CH:6]=[CH:5]2. (7) Given the reactants [NH2:1][C:2]1[C:3]([Cl:13])=[C:4]([CH:9]=[C:10]([Cl:12])[CH:11]=1)[C:5]([O:7][CH3:8])=[O:6].[C:14]1(=O)[CH2:18][CH2:17][CH2:16][CH2:15]1.C(O)(=O)C.C([BH3-])#N.[Na+], predict the reaction product. The product is: [Cl:13][C:3]1[C:2]([NH:1][CH:14]2[CH2:18][CH2:17][CH2:16][CH2:15]2)=[CH:11][C:10]([Cl:12])=[CH:9][C:4]=1[C:5]([O:7][CH3:8])=[O:6].